From a dataset of Full USPTO retrosynthesis dataset with 1.9M reactions from patents (1976-2016). Predict the reactants needed to synthesize the given product. (1) The reactants are: Cl[C:2]1[N:7]=[C:6]([NH:8][CH3:9])[N:5]=[C:4]([N:10]2[C@H:15]([C:16]([F:19])([F:18])[F:17])[CH2:14][CH2:13][C@H:12]([C:20]([NH:22][CH:23]3[CH2:28][CH2:27][CH2:26][CH2:25][CH2:24]3)=[O:21])[CH2:11]2)[CH:3]=1.[C:29]([C:31]1[CH:36]=[CH:35][C:34](B(O)O)=[CH:33][C:32]=1[F:40])#[N:30].C([O-])(O)=O.[Na+]. Given the product [C:29]([C:31]1[CH:36]=[CH:35][C:34]([C:2]2[N:7]=[C:6]([NH:8][CH3:9])[N:5]=[C:4]([N:10]3[C@H:15]([C:16]([F:19])([F:18])[F:17])[CH2:14][CH2:13][C@H:12]([C:20]([NH:22][CH:23]4[CH2:24][CH2:25][CH2:26][CH2:27][CH2:28]4)=[O:21])[CH2:11]3)[CH:3]=2)=[CH:33][C:32]=1[F:40])#[N:30], predict the reactants needed to synthesize it. (2) Given the product [CH3:12][C:13]1([CH:17]2[O:18][CH2:19][C:20]3[C:2]4[CH:11]=[CH:10][CH:9]=[CH:8][C:3]=4[C:4](=[O:5])[O:6][C:7]=3[CH2:22]2)[CH2:16][O:15][CH2:14]1, predict the reactants needed to synthesize it. The reactants are: Br[C:2]1[CH:11]=[CH:10][CH:9]=[CH:8][C:3]=1[C:4]([O:6][CH3:7])=[O:5].[CH3:12][C:13]1([CH:17]2[CH2:22]C(=O)[CH2:20][CH2:19][O:18]2)[CH2:16][O:15][CH2:14]1.C(=O)([O-])[O-].[Cs+].[Cs+].CC1(C)C2C(=C(P(C3C=CC=CC=3)C3C=CC=CC=3)C=CC=2)OC2C(P(C3C=CC=CC=3)C3C=CC=CC=3)=CC=CC1=2.